From a dataset of Catalyst prediction with 721,799 reactions and 888 catalyst types from USPTO. Predict which catalyst facilitates the given reaction. (1) Reactant: [CH3:1][O:2][C:3]1[CH:4]=[C:5]([OH:10])[CH:6]=[C:7]([CH3:9])[CH:8]=1.Cl[C:12]1[CH:13]=[CH:14][C:15]([N+:27]([O-:29])=[O:28])=[C:16]([CH2:18][NH:19][C:20](=[O:26])[O:21][C:22]([CH3:25])([CH3:24])[CH3:23])[CH:17]=1.[H-].[Na+]. Product: [C:22]([O:21][C:20](=[O:26])[NH:19][CH2:18][C:16]1[CH:17]=[C:12]([O:10][C:5]2[CH:6]=[C:7]([CH3:9])[CH:8]=[C:3]([O:2][CH3:1])[CH:4]=2)[CH:13]=[CH:14][C:15]=1[N+:27]([O-:29])=[O:28])([CH3:25])([CH3:24])[CH3:23]. The catalyst class is: 9. (2) Reactant: [F:1][C:2]1[CH:7]=[CH:6][CH:5]=[C:4]([O:8]C)[C:3]=1[CH:10]1[N:14]([CH2:15][C:16]2[CH:21]=[CH:20][C:19]([O:22][C:23]([F:26])([F:25])[F:24])=[CH:18][CH:17]=2)[C:13](=[O:27])[CH:12]([OH:28])[CH2:11]1.O. Product: [F:1][C:2]1[CH:7]=[CH:6][CH:5]=[C:4]([OH:8])[C:3]=1[CH:10]1[N:14]([CH2:15][C:16]2[CH:17]=[CH:18][C:19]([O:22][C:23]([F:25])([F:26])[F:24])=[CH:20][CH:21]=2)[C:13](=[O:27])[CH:12]([OH:28])[CH2:11]1. The catalyst class is: 2. (3) Product: [C:18]([O:10][CH:8]([CH3:9])[CH2:7][CH2:6][O:5][C:1]([O:2][CH2:3][CH3:4])=[O:11])(=[O:25])[C:19]1[CH:24]=[CH:23][CH:22]=[CH:21][CH:20]=1. The catalyst class is: 2. Reactant: [C:1](=[O:11])([O:5][CH2:6][CH2:7][CH:8]([OH:10])[CH3:9])[O:2][CH2:3][CH3:4].N1C=CC=CC=1.[C:18](Cl)(=[O:25])[C:19]1[CH:24]=[CH:23][CH:22]=[CH:21][CH:20]=1. (4) Reactant: [Br:1][C:2]1[CH:7]=[C:6]([CH2:8][CH:9]([C:18]2[CH:23]=[CH:22][CH:21]=[CH:20][CH:19]=2)[C:10](=[O:17])[C:11]2[CH:16]=[CH:15][CH:14]=[CH:13][CH:12]=2)[CH:5]=[CH:4][C:3]=1[C:24]1[S:28](=[O:30])(=[O:29])[N:27](C(C)(C)C)[C:26](=[O:35])[CH:25]=1. Product: [Br:1][C:2]1[CH:7]=[C:6]([CH2:8][CH:9]([C:18]2[CH:23]=[CH:22][CH:21]=[CH:20][CH:19]=2)[C:10](=[O:17])[C:11]2[CH:12]=[CH:13][CH:14]=[CH:15][CH:16]=2)[CH:5]=[CH:4][C:3]=1[C:24]1[S:28](=[O:29])(=[O:30])[NH:27][C:26](=[O:35])[CH:25]=1. The catalyst class is: 55.